Dataset: Full USPTO retrosynthesis dataset with 1.9M reactions from patents (1976-2016). Task: Predict the reactants needed to synthesize the given product. (1) Given the product [C:1]([NH:4][C@@:5]1([C:26]([NH:28][C:29]([CH3:32])([CH3:31])[CH3:30])=[O:27])[CH2:9][C@@H:8]([CH2:10][NH2:11])[CH2:7][C@@H:6]1[CH2:14][CH2:15][CH2:16][B:17]1[O:21][C:20]([CH3:23])([CH3:22])[C:19]([CH3:24])([CH3:25])[O:18]1)(=[O:3])[CH3:2], predict the reactants needed to synthesize it. The reactants are: [C:1]([NH:4][C@@:5]1([C:26]([NH:28][C:29]([CH3:32])([CH3:31])[CH3:30])=[O:27])[CH2:9][C@@H:8]([CH2:10][N+:11]([O-])=O)[CH2:7][C@@H:6]1[CH2:14][CH2:15][CH2:16][B:17]1[O:21][C:20]([CH3:23])([CH3:22])[C:19]([CH3:25])([CH3:24])[O:18]1)(=[O:3])[CH3:2].C(OCC)(=O)C.C(O)C. (2) Given the product [Cl:27][C:6]1[CH:7]=[CH:8][CH:9]=[C:10]2[C:5]=1[CH2:4][CH2:3][N:2]([CH2:11][CH2:12][CH2:13][CH2:14][O:15][C:16]1[N:25]=[C:24]3[C:19]([CH:20]=[CH:21][C:22](=[O:26])[NH:23]3)=[CH:18][CH:17]=1)[CH2:1]2, predict the reactants needed to synthesize it. The reactants are: [CH2:1]1[C:10]2[C:5](=[CH:6][CH:7]=[CH:8][CH:9]=2)[CH2:4][CH2:3][N:2]1[CH2:11][CH2:12][CH2:13][CH2:14][O:15][C:16]1[N:25]=[C:24]2[C:19]([CH:20]=[CH:21][C:22](=[O:26])[NH:23]2)=[CH:18][CH:17]=1.[Cl:27]C1C=CC=C2C=1CCNC2. (3) Given the product [NH2:41][CH2:40][C@@H:34]1[C@H:35]([CH3:39])[CH2:36][CH2:37][CH2:38][N:33]1[C:31]([C:30]1[CH:52]=[C:26]([F:25])[CH:27]=[CH:28][C:29]=1[C:53]1[N:54]=[CH:55][CH:56]=[CH:57][N:58]=1)=[O:32], predict the reactants needed to synthesize it. The reactants are: NC[C@@H]1[C@H](C)CCCN1C(C1C=C(C)C=CC=1C1C=NN(C)C=1)=O.[F:25][C:26]1[CH:27]=[CH:28][C:29]([C:53]2[N:58]=[CH:57][CH:56]=[CH:55][N:54]=2)=[C:30]([CH:52]=1)[C:31]([N:33]1[CH2:38][CH2:37][CH2:36][C@@H:35]([CH3:39])[C@H:34]1[CH2:40][N:41]1C(=O)C2C(=CC=CC=2)C1=O)=[O:32]. (4) Given the product [Cl:8][C:9]1[CH:14]=[C:13]([Cl:15])[C:12]([O:16][CH3:17])=[CH:11][C:10]=1[NH:18][C:19]1[C:24]([C:25]#[N:26])=[CH:23][N:22]=[C:21]2[CH:27]=[C:28]([C:30]3[CH:35]=[CH:34][C:33]([CH2:36][N:5]4[CH2:6][CH2:7][N:2]([CH3:1])[CH2:3][CH2:4]4)=[CH:32][CH:31]=3)[S:29][C:20]=12, predict the reactants needed to synthesize it. The reactants are: [CH3:1][N:2]1[CH2:7][CH2:6][NH:5][CH2:4][CH2:3]1.[Cl:8][C:9]1[CH:14]=[C:13]([Cl:15])[C:12]([O:16][CH3:17])=[CH:11][C:10]=1[NH:18][C:19]1[C:24]([C:25]#[N:26])=[CH:23][N:22]=[C:21]2[CH:27]=[C:28]([C:30]3[CH:35]=[CH:34][C:33]([CH:36]=O)=[CH:32][CH:31]=3)[S:29][C:20]=12.C(O[BH-](OC(=O)C)OC(=O)C)(=O)C.[Na+].